This data is from Catalyst prediction with 721,799 reactions and 888 catalyst types from USPTO. The task is: Predict which catalyst facilitates the given reaction. Reactant: [Br:1][C:2]1[S:3][C:4]([Br:16])=[C:5]([C:10]2[CH:15]=[CH:14][CH:13]=[CH:12][CH:11]=2)[C:6]=1[C:7](Cl)=[O:8].[CH3:17][C:18]1[CH:23]=[CH:22][C:21]([S:24]([NH:27][NH2:28])(=[O:26])=[O:25])=[CH:20][CH:19]=1. Product: [Br:1][C:2]1[S:3][C:4]([Br:16])=[C:5]([C:10]2[CH:15]=[CH:14][CH:13]=[CH:12][CH:11]=2)[C:6]=1[C:7]([NH:28][NH:27][S:24]([C:21]1[CH:22]=[CH:23][C:18]([CH3:17])=[CH:19][CH:20]=1)(=[O:25])=[O:26])=[O:8]. The catalyst class is: 11.